Dataset: Reaction yield outcomes from USPTO patents with 853,638 reactions. Task: Predict the reaction yield, written as a fraction of the theoretical maximum amount of product (1.0 means a 100% yield; for example, 0.34 means a 34% yield). (1) The catalyst is C1COCC1. The yield is 0.570. The reactants are [CH2:1]([O:8][C:9]1[CH:14]=[CH:13][C:12](Br)=[C:11]([O:16][CH3:17])[CH:10]=1)[C:2]1[CH:7]=[CH:6][CH:5]=[CH:4][CH:3]=1.C([Li])CCC.[B:23](OCC)([O:27]CC)[O:24]CC. The product is [CH2:1]([O:8][C:9]1[CH:14]=[CH:13][C:12]([B:23]([OH:27])[OH:24])=[C:11]([O:16][CH3:17])[CH:10]=1)[C:2]1[CH:7]=[CH:6][CH:5]=[CH:4][CH:3]=1. (2) The reactants are [CH2:1]([O:3][C:4](=[O:31])[C:5]([O:8][C:9]1[CH:14]=[CH:13][C:12]([O:15][CH2:16][CH2:17][C:18]2[N:19]=[C:20]([C:24]3[CH:29]=[CH:28][C:27](Br)=[CH:26][CH:25]=3)[O:21][C:22]=2[CH3:23])=[CH:11][CH:10]=1)([CH3:7])[CH3:6])[CH3:2].CC([O-])=O.[K+].[B:37]1([B:37]2[O:41][C:40]([CH3:43])([CH3:42])[C:39]([CH3:45])([CH3:44])[O:38]2)[O:41][C:40]([CH3:43])([CH3:42])[C:39]([CH3:45])([CH3:44])[O:38]1.ClCCl. The catalyst is CS(C)=O.C1C=CC(P(C2C=CC=CC=2)[C-]2C=CC=C2)=CC=1.C1C=CC(P(C2C=CC=CC=2)[C-]2C=CC=C2)=CC=1.Cl[Pd]Cl.[Fe+2]. The product is [CH2:1]([O:3][C:4](=[O:31])[C:5]([CH3:7])([O:8][C:9]1[CH:14]=[CH:13][C:12]([O:15][CH2:16][CH2:17][C:18]2[N:19]=[C:20]([C:24]3[CH:29]=[CH:28][C:27]([B:37]4[O:41][C:40]([CH3:43])([CH3:42])[C:39]([CH3:45])([CH3:44])[O:38]4)=[CH:26][CH:25]=3)[O:21][C:22]=2[CH3:23])=[CH:11][CH:10]=1)[CH3:6])[CH3:2]. The yield is 1.00. (3) No catalyst specified. The yield is 0.350. The reactants are [NH2:1][C:2]1[C:11]2[C:6](=[C:7](I)[C:8]([F:12])=[CH:9][CH:10]=2)[N:5]=[N:4][C:3]=1[C:14]([NH:16][CH2:17][CH2:18][CH3:19])=[O:15].[F:20][C:21]1[CH:26]=[CH:25][C:24]([F:27])=[CH:23][C:22]=1B(O)O. The product is [NH2:1][C:2]1[C:11]2[C:6](=[C:7]([C:25]3[CH:26]=[C:21]([F:20])[CH:22]=[CH:23][C:24]=3[F:27])[C:8]([F:12])=[CH:9][CH:10]=2)[N:5]=[N:4][C:3]=1[C:14]([NH:16][CH2:17][CH2:18][CH3:19])=[O:15]. (4) The product is [C:1]([O:5][C:6]1[CH:13]=[CH:12][CH:11]=[CH:10][C:7]=1[CH:8]=[CH:17][N+:14]([O-:16])=[O:15])([CH3:4])([CH3:3])[CH3:2]. The yield is 1.03. The catalyst is ClCCl.O. The reactants are [C:1]([O:5][C:6]1[CH:13]=[CH:12][CH:11]=[CH:10][C:7]=1[CH:8]=O)([CH3:4])([CH3:3])[CH3:2].[N+:14]([CH3:17])([O-:16])=[O:15].Cl.CN.C([O-])(=O)C.[Na+]. (5) The reactants are [NH2:1][C:2](=[S:25])[CH2:3][CH2:4][C@@H:5]([NH:17][C:18](=[O:24])[O:19][C:20]([CH3:23])([CH3:22])[CH3:21])[CH2:6][C:7]1[CH:8]=[N:9][C:10]([C:13]([F:16])([F:15])[F:14])=[CH:11][CH:12]=1.[Cl:26][CH2:27][C:28]([CH2:30]Cl)=O. The catalyst is CO. The product is [Cl:26][CH2:27][C:28]1[N:1]=[C:2]([CH2:3][CH2:4][C@@H:5]([NH:17][C:18](=[O:24])[O:19][C:20]([CH3:21])([CH3:22])[CH3:23])[CH2:6][C:7]2[CH:8]=[N:9][C:10]([C:13]([F:16])([F:15])[F:14])=[CH:11][CH:12]=2)[S:25][CH:30]=1. The yield is 0.930. (6) The reactants are [CH3:1][CH:2]1[CH:6]([CH3:7])[O:5][C:4]2([CH2:12][CH2:11][CH:10]([N:13]3[C:18](=[O:19])[C:17]([CH2:20][C:21]4[CH:26]=[CH:25][C:24]([C:27]5[C:28]([C:34]#[N:35])=[CH:29][C:30]([F:33])=[CH:31][CH:32]=5)=[CH:23][CH:22]=4)=[C:16]([CH2:36][CH2:37][CH3:38])[N:15]4[N:39]=[C:40]([CH3:42])[N:41]=[C:14]34)[CH2:9][CH2:8]2)[O:3]1.[C:43]([BH3-])#N.[Na+].CC(OI1(OC(C)=O)(OC(C)=O)OC(=O)C2C1=CC=CC=2)=O.C(=O)([O-])O.[Na+].S([O-])([O-])(=O)=S.[Na+].[Na+].C[Mg]Br.[Cl-].[NH4+]. The catalyst is C(OCC)(=O)C.C(#N)C.O1CCCC1. The product is [F:33][C:30]1[CH:29]=[C:28]([C:34]#[N:35])[C:27]([C:24]2[CH:25]=[CH:26][C:21]([CH2:20][C:17]3[C:18](=[O:19])[N:13]([C@H:10]4[CH2:11][CH2:12][C@H:4]([O:5][CH:6]([CH3:7])[C:2]([OH:3])([CH3:1])[CH3:43])[CH2:8][CH2:9]4)[C:14]4[N:15]([N:39]=[C:40]([CH3:42])[N:41]=4)[C:16]=3[CH2:36][CH2:37][CH3:38])=[CH:22][CH:23]=2)=[CH:32][CH:31]=1. The yield is 0.180. (7) The reactants are [Cl:1][CH2:2][C:3]([NH:5][C:6]([CH3:11])([CH3:10])[C:7]([OH:9])=[O:8])=O.C(N(CC)CC)C.ClC(OCC)=O. The catalyst is CC(C)=O. The product is [Cl:1][CH2:2][C:3]1[O:8][C:7](=[O:9])[C:6]([CH3:11])([CH3:10])[N:5]=1. The yield is 0.820. (8) The reactants are [CH3:1][O:2][C:3]1[CH:4]=[C:5]([CH:32]=[CH:33][CH:34]=1)[C:6]([NH:8][C:9]1[CH:25]=[CH:24][C:12]([O:13][CH2:14][CH2:15][NH:16][C:17](=[O:23])[O:18][C:19](Cl)(Cl)Cl)=[C:11]([C:26]2[N:30]([CH3:31])[N:29]=[CH:28][CH:27]=2)[CH:10]=1)=[O:7].[CH3:35][N:36]([CH3:40])[CH2:37]CO.[O-2].[Mg+2]. The catalyst is C(OCC)(=O)C. The product is [CH3:35][N:36]([CH3:40])[CH2:37][CH2:19][O:18][C:17](=[O:23])[NH:16][CH2:15][CH2:14][O:13][C:12]1[CH:24]=[CH:25][C:9]([NH:8][C:6](=[O:7])[C:5]2[CH:32]=[CH:33][CH:34]=[C:3]([O:2][CH3:1])[CH:4]=2)=[CH:10][C:11]=1[C:26]1[N:30]([CH3:31])[N:29]=[CH:28][CH:27]=1. The yield is 0.313. (9) The reactants are [F:1][C:2]([F:24])([F:23])[O:3][C:4]1[CH:9]=[CH:8][CH:7]=[CH:6][C:5]=1[CH2:10][NH:11][C:12]([C:14]1[CH:15]=[C:16]2[C:20](=[CH:21][CH:22]=1)[NH:19][CH2:18][CH2:17]2)=[O:13].[Cl:25][C:26]1[N:31]=[C:30](Cl)[N:29]=[C:28]([CH3:33])[N:27]=1.C(N(C(C)C)CC)(C)C. The catalyst is C(#N)C. The product is [Cl:25][C:26]1[N:27]=[C:28]([CH3:33])[N:29]=[C:30]([N:19]2[C:20]3[C:16](=[CH:15][C:14]([C:12]([NH:11][CH2:10][C:5]4[CH:6]=[CH:7][CH:8]=[CH:9][C:4]=4[O:3][C:2]([F:23])([F:1])[F:24])=[O:13])=[CH:22][CH:21]=3)[CH2:17][CH2:18]2)[N:31]=1. The yield is 0.910.